From a dataset of Human Reference Interactome with 51,813 positive PPI pairs across 8,248 proteins, plus equal number of experimentally-validated negative pairs. Binary Classification. Given two protein amino acid sequences, predict whether they physically interact or not. (1) Protein 2 (ENSG00000283632) has sequence MPILKNLGVSDPKVPRAGTLPLRSSRNPFEEVSGLEEEEAGELGSLPNGTSCRRRATLEKLAGLAPFRLGWAPGRRAGSPGDGQPRSFLGRVLVPGIRRSSADFGLLARLHGTRAHGDEEAAGEAARRLAFLRLGRGSKPQRASLAERVVPAGEAAPEPPPKVPEPPKMKEPLSVLEILSLIQQRELARADEHILELEAEELAPSRGGAPGPPKAEGAGGGRRARDVALLYEALQRELWALVRETLAGPGPGACAGAGAVAQLGQVLVQEEAADGRRGPGAARKLRARWAEAVARAARER.... Result: 1 (the proteins interact). Protein 1 (ENSG00000262814) has sequence MLPAAARPLWGPCLGLRAAAFRLARRQVPCVCAVRHMRSSGHQRCEALAGAPLDNAPKEYPPKIQQLVQDIASLTLLEISDLNELLKKTLKIQDVGLVPMGGVMSGAVPAAAAQEAVEEDIPIAKERTHFTVRLTEAKPVDKVKLIKEIKNYIQGINLVQAKKLVESLPQEIKANVAKAEAEKIKAALEAVGGTVVLE*. (2) Protein 1 (ENSG00000175121) has sequence MRTQSLLLLGALLAVGSQLPAVFGRKKGEKSGGCPPDDGPCLLSVPDQCVEDSQCPLTRKCCYRACFRQCVPRVSVKLGSCPEDQLRCLSPMNHLCHKDSDCSGKKRCCHSACGRDCRDPARGTAPGCPGQANSDLGSVALHLSWGPTERVHDGRPGALPAGQHYLYQRWFQPSDNHWPADTSLQPIHPWFLLLGVKVHSLSSEEGLCITPVLCTTAIRASHPS*MRTQSLLLLGALLAVGSQLPAVFGRKKGEKSGGCPPDDGPCLLSVPDQCVEDSQCPLTRKCCYRACFRQCVPRVS.... Protein 2 (ENSG00000237651) has sequence MDQGLREVVGDSRMPWTIWSPSCCRSCHHEWTPSGHHSKEVCRQEMESRSVA*MSLLAKPMSFETTAITFFIILLICLICILLLLVVFLYKCFQGRKGKETKKVPCTDANGGVDCAAAKVVTSNPEDHERILMQVMNLNVPMRPGILVQRQSKEVLATPLENRRDMEAEEENQINEKQEPENAGETGQEEDDGLQKIHTSVTRTPSVVESQKRPLKGVTFSREVIVVDLGNEYPTPRSYTREHKERK*MQVMNLNVPMRPGILVQRQSKEVLATPLENRRDMEAEEENQINEKQEPENAG.... Result: 0 (the proteins do not interact). (3) Protein 1 (ENSG00000168734) has sequence MMEVESSYSDFISCDRTGRRNAVPDIQGDSEAVSVRKLAGDMGELALEGAEGQVEGSAPDKEAGNQPQSSDGTTSS*MMEVESSYSDFISCDRTGRRNAVPDIQGDSEAVSVRKLAGDMGELALEGAEMDLTMLPWLVSNS*. Protein 2 (ENSG00000100413) has sequence MFVLVEMVDTVRIPPWQFERKLNDSIAEELNKKLANKVVYNVGLCICLFDITKLEDAYVFPGDGASHTKVSLGFFDDILIPPESLQQPAKFDEAEQVWVWEYETEEGAHDLYMDTGEEIRFRVVDESFVDTSPTGPSSADATTSSEELPKKEAPYTLVGSISEPGLGLLSWWTSN*MFVLVEMVDTVRIPPWQFERKLNDSIAEELNKKLANKVVYNVGLCICLFDITKLEDAYVFPGDGASHTKVHFRCVVFHPFLDEILIGKIKGCSPEGVHVSLGFFDDILIPPESLQQPAKFDEAE.... Result: 0 (the proteins do not interact). (4) Protein 1 (ENSG00000103528) has sequence MAYIQLEPLNEGFLSRISGLLLCRWTCRHCCQKCYESSCCQSSEDEVEILGPFPAQTPPWLMASRSSDKDGDSVHTASEVPLTPRTNSPDGRRSSSDTSKSTYSLTRRISSLESRRPSSPLIDIKPIEFGVLSAKKEPIQPSVLRRTYNPDDYFRKFEPHLYSLDSNSDDVDSLTDEEILSKYQLGMLHFSTQYDLLHNHLTVRVIEARDLPPPISHDGSRQDMAHSNPYVKICLLPDQKNSKQTGVKRKTQKPVFEERYTFEIPFLEAQRRTLLLTVVDFDKFSRHCVIGKVSVPLCEV.... Protein 2 (ENSG00000127946) has sequence MDRMASSMKQVPNPLPKVLSRRGVGAGLEAAERESFERTQTVSINKAINTQEVAVKEKHARTCILGTHHEKGAQTFWSVVNRLPLSSNAVLCWKFCHVFHKLLRDGHPNVLKDSLRYRNELSDMSRMWGHLSEGYGQLCSIYLKLLRTKMEYHTKNPRFPGNLQMSDRQLDEAGESDVNNFFQLTVEMFDYLECELNLFQTVFNSLDMSRSVSVTAAGQCRLAPLIQVILDCSHLYDYTVKLLFKLHSCLPADTLQGHRDRFMEQFTKLKDLFYRSSNLQYFKRLIQIPQLPENPPNFLR.... Result: 1 (the proteins interact). (5) Protein 1 (ENSG00000178229) has sequence MAASAQVSVTFEDVAVTFTQEEWGQLDAAQRTLYQEVMLETCGLLMSLGCPLFKPELIYQLDHRQELWMATKDLSQSSYPGDNTKPKTTEPTFSHLALPEEVLLQEQLTQGASKNSQLGQSKDQDGPSEMQEVHLKIGIGPQRGKLLEKMSSERDGLGSDDGVCTKITQKQVSTEGDLYECDSHGPVTDALIREEKNSYKCEECGKVFKKNALLVQHERIHTQVKPYECTECGKTFSKSTHLLQHLIIHTGEKPYKCMECGKAFNRRSHLTRHQRIHSGEKPYKCSECGKAFTHRSTFVL.... Protein 2 (ENSG00000168237) has sequence MAAALQVLPRLARAPLHPLLWRGSVARLASSMALAEQARQLFESAVGAVLPGPMLHRALSLDPGGRQLKVRDRNFQLRQNLYLVGFGKAVLGMAAAAEELLGQHLVQGVISVPKGIRAAMERAGKQEMLLKPHSRVQVFEGAEDNLPDRDALRAALAIQQLAEGLTADDLLLVLISGGEPHPVRCGGGPCGGDCQWPHRGQFPQCARLPAYPQSLRPPCSPATFCEDCAVSGRL*MAAALQVLPRLARAPLHPLLWRGSVARLASSMALAEQARQLFESAVGAVLPGPMLHRALSLDPGG.... Result: 0 (the proteins do not interact). (6) Protein 1 (ENSG00000135472) has sequence MTQGKLSVANKAPGTEGQQQVHGEKKEAPAVPSAPPSYEEATSGEGMKAGAFPPAPTAVPLHPSWAYVDPSSSSSYDNGFPTGDHELFTTFSWDDQKVRRVFVRKVYTILLIQLLVTLAVVALFTFCDPVKDYVQANPGWYWASYAVFFATYLTLACCSGPRRHFPWNLILLTVFTLSMAYLTGMLSSYYNTTSVLLCLGITALVCLSVTVFSFQTKFDFTSCQGVLFVLLMTLFFSGLILAILLPFQYVPWLHAVYAALGAGVFTLFLALDTQLLMGNRRHSLSPEEYIFGALNIYLDI.... Protein 2 (ENSG00000136938) has sequence MDMKRRIHLELRNRTPAAVRELVLDNCKSNDGKIEGLTAEFVNLEFLSLINVGLISVSNLPKLPKLKKLELSENRIFGGLDMLAEKLPNLTHLNLSGNKLKDISTLEPLKKLECLKSLDLFNCEVTNLNDYRESVFKLLPQLTYLDGYDREDQEAPDSDAEVDGVDEEEEDEEGEDEEDEDDEDGEEEEFDEEDDEDEDVEGDEDDDEVSEEEEEFGLDEEDEDEDEDEEEEEGGKGEKRKRETDDEGEDD*. Result: 0 (the proteins do not interact). (7) Protein 1 (ENSG00000179044) has sequence MDSAAKDEMQPALSPGPEWPEQERAEQLARGAALKWASGIFYRPEQLARLGQYRSREVQRTCSLESRLKSVMQSYLEGVQTGVWQLAQAIEVVQGTREALSQARGLLQGMSQALQTLEPLRERVAQHKQLQALSHLLPRLRAVPAAVSHTQTLIDGQQFLEAYVSLRELEQLREDTWAPLGGLELPVFQGLDLLFEALGQAVEAAAGAAGKLAREDPALLVAAVRVAEVETGRTTPLGQVPRDWRQRCLRALQEGLEQAHFGSPLLPAPGALPGWLEALRVALPVELATAEALVAPCCPP.... Protein 2 (ENSG00000136634) has sequence MHSSALLCCLVLLTGVRASPGQGTQSENSCTHFPGNLPNMLRDLRDAFSRVKTFFQMKDQLDNLLLKESLLEDFKGYLGCQALSEMIQFYLEEVMPQAENQDPDIKAHVNSLGENLKTLRLRLRRCHRFLPCENKSKAVEQVKNAFNKLQEKGIYKAMSEFDIFINYIEAYMTMKIRN*MIQFYLEEVMPQAENQDPDIKAHVNSLGENLKTLRLRLRRCHRFLPCENKSKAVEQVKNAFNKLQEKGIYKAMSMLRDLRDAFSRVKTFFQMKDQLDNLLLKESLLEDFKGYLGCQALSEM.... Result: 0 (the proteins do not interact).